From a dataset of NCI-60 drug combinations with 297,098 pairs across 59 cell lines. Regression. Given two drug SMILES strings and cell line genomic features, predict the synergy score measuring deviation from expected non-interaction effect. (1) Drug 1: C1=CC(=C2C(=C1NCCNCCO)C(=O)C3=C(C=CC(=C3C2=O)O)O)NCCNCCO. Drug 2: CN(CC1=CN=C2C(=N1)C(=NC(=N2)N)N)C3=CC=C(C=C3)C(=O)NC(CCC(=O)O)C(=O)O. Cell line: T-47D. Synergy scores: CSS=29.3, Synergy_ZIP=-7.80, Synergy_Bliss=1.18, Synergy_Loewe=-13.0, Synergy_HSA=-4.10. (2) Drug 1: C1CN1C2=NC(=NC(=N2)N3CC3)N4CC4. Drug 2: CC1=C(N=C(N=C1N)C(CC(=O)N)NCC(C(=O)N)N)C(=O)NC(C(C2=CN=CN2)OC3C(C(C(C(O3)CO)O)O)OC4C(C(C(C(O4)CO)O)OC(=O)N)O)C(=O)NC(C)C(C(C)C(=O)NC(C(C)O)C(=O)NCCC5=NC(=CS5)C6=NC(=CS6)C(=O)NCCC[S+](C)C)O. Cell line: 786-0. Synergy scores: CSS=48.9, Synergy_ZIP=-4.16, Synergy_Bliss=-2.85, Synergy_Loewe=-2.12, Synergy_HSA=0.307. (3) Drug 1: CC(CN1CC(=O)NC(=O)C1)N2CC(=O)NC(=O)C2. Drug 2: C1=CN(C(=O)N=C1N)C2C(C(C(O2)CO)O)O.Cl. Cell line: SF-539. Synergy scores: CSS=40.5, Synergy_ZIP=-11.2, Synergy_Bliss=-2.77, Synergy_Loewe=-1.48, Synergy_HSA=0.652. (4) Drug 1: C1C(C(OC1N2C=C(C(=O)NC2=O)F)CO)O. Drug 2: CN(CCCl)CCCl.Cl. Cell line: OVCAR-8. Synergy scores: CSS=14.8, Synergy_ZIP=-5.94, Synergy_Bliss=-0.559, Synergy_Loewe=-7.99, Synergy_HSA=-1.23. (5) Drug 1: CC12CCC3C(C1CCC2=O)CC(=C)C4=CC(=O)C=CC34C. Drug 2: C1CCC(CC1)NC(=O)N(CCCl)N=O. Cell line: NCIH23. Synergy scores: CSS=31.7, Synergy_ZIP=-0.0641, Synergy_Bliss=1.68, Synergy_Loewe=-13.8, Synergy_HSA=3.28. (6) Drug 1: CC1C(C(CC(O1)OC2CC(CC3=C2C(=C4C(=C3O)C(=O)C5=C(C4=O)C(=CC=C5)OC)O)(C(=O)CO)O)N)O. Drug 2: CCN(CC)CCNC(=O)C1=C(NC(=C1C)C=C2C3=C(C=CC(=C3)F)NC2=O)C. Synergy scores: CSS=56.0, Synergy_ZIP=-1.78, Synergy_Bliss=-3.31, Synergy_Loewe=-0.394, Synergy_HSA=0.490. Cell line: NCI-H460.